Dataset: Full USPTO retrosynthesis dataset with 1.9M reactions from patents (1976-2016). Task: Predict the reactants needed to synthesize the given product. (1) Given the product [Br:1][C:2]1[C:3]([CH3:12])=[C:4]2[C:8](=[CH:9][CH:10]=1)[NH:7][C:6](=[O:11])[C:5]2=[CH:23][C:22]1[NH:21][CH:20]=[C:19]2[C:14](=[O:13])[O:15][CH2:16][CH2:17][C:18]=12, predict the reactants needed to synthesize it. The reactants are: [Br:1][C:2]1[C:3]([CH3:12])=[C:4]2[C:8](=[CH:9][CH:10]=1)[NH:7][C:6](=[O:11])[CH2:5]2.[O:13]=[C:14]1[C:19]2=[CH:20][NH:21][C:22]([CH:23]=O)=[C:18]2[CH2:17][CH2:16][O:15]1. (2) Given the product [F:7][C:8]([C:11]1[CH:20]=[CH:19][C:14]([CH2:15][OH:16])=[CH:13][CH:12]=1)([F:10])[CH3:9], predict the reactants needed to synthesize it. The reactants are: [H-].[Al+3].[Li+].[H-].[H-].[H-].[F:7][C:8]([C:11]1[CH:20]=[CH:19][C:14]([C:15](OC)=[O:16])=[CH:13][CH:12]=1)([F:10])[CH3:9].O.[OH-].[Na+]. (3) Given the product [C:6]([NH:2][C:1](=[O:5])[O:3][CH3:4])(=[O:10])/[CH:7]=[CH:8]/[CH3:9], predict the reactants needed to synthesize it. The reactants are: [C:1](=[O:5])([O:3][CH3:4])[NH2:2].[C:6](Cl)(=[O:10])[CH:7]=[CH:8][CH3:9].C=CC1C=CC=CC=1. (4) Given the product [CH3:1][O:2][C:3](=[O:20])[CH:4]([NH:5][C:6]([C:8]1[CH:13]=[CH:12][C:11]([C:14]2[CH:19]=[CH:18][CH:17]=[CH:16][CH:15]=2)=[CH:10][CH:9]=1)=[O:7])[C:34](=[O:35])[C:33]1[CH:37]=[CH:38][CH:39]=[C:31]([C:30]([F:29])([F:40])[F:41])[CH:32]=1, predict the reactants needed to synthesize it. The reactants are: [CH3:1][O:2][C:3](=[O:20])[CH2:4][NH:5][C:6]([C:8]1[CH:13]=[CH:12][C:11]([C:14]2[CH:19]=[CH:18][CH:17]=[CH:16][CH:15]=2)=[CH:10][CH:9]=1)=[O:7].C([N-]C(C)C)(C)C.[Li+].[F:29][C:30]([F:41])([F:40])[C:31]1[CH:32]=[C:33]([CH:37]=[CH:38][CH:39]=1)[C:34](Cl)=[O:35].[Cl-].[NH4+]. (5) Given the product [F:24][C:21]1[CH:22]=[CH:23][C:18]([C:17]2[C:16]([C:25]3[CH:30]=[CH:29][CH:28]=[C:27]([CH3:31])[N:26]=3)=[N:15][N:14]3[C@H:10]([CH2:9][OH:8])[CH2:11][CH2:12][C:13]=23)=[CH:19][CH:20]=1, predict the reactants needed to synthesize it. The reactants are: C([O:8][CH2:9][C@H:10]1[N:14]2[N:15]=[C:16]([C:25]3[CH:30]=[CH:29][CH:28]=[C:27]([CH3:31])[N:26]=3)[C:17]([C:18]3[CH:23]=[CH:22][C:21]([F:24])=[CH:20][CH:19]=3)=[C:13]2[CH2:12][CH2:11]1)C1C=CC=CC=1.C[Si](I)(C)C. (6) Given the product [O:1]1[CH2:5][CH2:4][O:3][CH:2]1[C:6]1[C:11]([NH2:12])=[CH:10][CH:9]=[CH:8][N:7]=1, predict the reactants needed to synthesize it. The reactants are: [O:1]1[CH2:5][CH2:4][O:3][CH:2]1[C:6]1[C:11]([N+:12]([O-])=O)=[CH:10][CH:9]=[CH:8][N:7]=1. (7) Given the product [C:49]1([CH:24]([C:18]2[CH:23]=[CH:22][CH:21]=[CH:20][CH:19]=2)[C@H:25]([NH:48][C:4](=[O:5])[C@H:2]([CH3:3])[NH:1][C:7]([O:9][CH2:10][C:11]2[CH:16]=[CH:15][CH:14]=[CH:13][CH:12]=2)=[O:8])[CH:26]=[CH:27][S:28]([CH:31]=[CH:32][C@@H:33]([NH:47][C:4](=[O:5])[C@H:2]([CH3:3])[NH:1][C:7]([O:9][CH2:10][C:11]2[CH:16]=[CH:15][CH:14]=[CH:13][CH:12]=2)=[O:8])[CH:34]([C:35]2[CH:36]=[CH:37][CH:38]=[CH:39][CH:40]=2)[C:41]2[CH:42]=[CH:43][CH:44]=[CH:45][CH:46]=2)(=[O:30])=[O:29])[CH:50]=[CH:51][CH:52]=[CH:53][CH:54]=1, predict the reactants needed to synthesize it. The reactants are: [NH:1]([C:7]([O:9][CH2:10][C:11]1[CH:16]=[CH:15][CH:14]=[CH:13][CH:12]=1)=[O:8])[C@H:2]([C:4](O)=[O:5])[CH3:3].Cl.[C:18]1([CH:24]([C:49]2[CH:54]=[CH:53][CH:52]=[CH:51][CH:50]=2)[C@H:25]([NH2:48])[CH:26]=[CH:27][S:28]([CH:31]=[CH:32][C@@H:33]([NH2:47])[CH:34]([C:41]2[CH:46]=[CH:45][CH:44]=[CH:43][CH:42]=2)[C:35]2[CH:40]=[CH:39][CH:38]=[CH:37][CH:36]=2)(=[O:30])=[O:29])[CH:23]=[CH:22][CH:21]=[CH:20][CH:19]=1. (8) Given the product [CH3:12][S:13]([NH:16][C:6]([C:5]1[CH:4]=[C:3]([CH:11]=[CH:10][CH:9]=1)[CH:1]=[O:2])=[O:7])(=[O:15])=[O:14], predict the reactants needed to synthesize it. The reactants are: [CH:1]([C:3]1[CH:4]=[C:5]([CH:9]=[CH:10][CH:11]=1)[C:6](O)=[O:7])=[O:2].[CH3:12][S:13]([NH2:16])(=[O:15])=[O:14].CN(C1C=CC=CN=1)C.C1(N=C=NC2CCCCC2)CCCCC1. (9) Given the product [CH3:1][O:2][C:3]1[C:8]([CH2:9][N:10]2[CH2:15][CH2:14][CH:13]([CH2:16][C:17](=[O:23])[C:18]3[S:19][CH:20]=[CH:21][CH:22]=3)[CH2:12][CH2:11]2)=[CH:7][CH:6]=[CH:5][N:4]=1, predict the reactants needed to synthesize it. The reactants are: [CH3:1][O:2][C:3]1[C:8]([CH2:9][N:10]2[CH2:15][CH2:14][CH:13]([CH2:16][CH:17]([OH:23])[C:18]3[S:19][CH:20]=[CH:21][CH:22]=3)[CH2:12][CH2:11]2)=[CH:7][CH:6]=[CH:5][N:4]=1.C(N(CC)CC)C.C(=O)(O)[O-].[Na+]. (10) Given the product [CH2:35]([O:36][C:37]([C@@H:39]1[CH2:32][C@H:3]([C:2]([O:1][C@H:2]2[CH2:19][CH2:18][C@@:17]3([CH3:20])[C@@H:4]([CH2:5][CH2:6][C@:7]4([CH3:31])[C@@H:16]3[CH2:15][CH2:14][C@H:13]3[C@@:8]4([CH3:30])[CH2:9][CH2:10][C@@:11]4([C:27]([OH:29])=[O:28])[CH2:23][CH2:22][C@@H:21]([C:24]([CH3:26])=[CH2:25])[C@@H:12]43)[C:3]2([CH3:33])[CH3:32])=[O:1])[C:4]1([CH3:17])[CH3:5])=[O:38])[C:34]1[CH:9]=[CH:8][CH:7]=[CH:16][CH:15]=1, predict the reactants needed to synthesize it. The reactants are: [OH:1][C@H:2]1[CH2:19][CH2:18][C@@:17]2([CH3:20])[C@@H:4]([CH2:5][CH2:6][C@:7]3([CH3:31])[C@@H:16]2[CH2:15][CH2:14][C@H:13]2[C@@:8]3([CH3:30])[CH2:9][CH2:10][C@@:11]3([C:27]([OH:29])=[O:28])[CH2:23][CH2:22][C@@H:21]([C:24]([CH3:26])=[CH2:25])[C@@H:12]32)[C:3]1([CH3:33])[CH3:32].[CH3:34][CH2:35][O:36][C:37]([CH3:39])=[O:38].